From a dataset of Peptide-MHC class I binding affinity with 185,985 pairs from IEDB/IMGT. Regression. Given a peptide amino acid sequence and an MHC pseudo amino acid sequence, predict their binding affinity value. This is MHC class I binding data. (1) The peptide sequence is TDTPLDLAI. The MHC is Mamu-B01 with pseudo-sequence Mamu-B01. The binding affinity (normalized) is 0.000190. (2) The peptide sequence is YLDYDTIYV. The MHC is HLA-A02:03 with pseudo-sequence HLA-A02:03. The binding affinity (normalized) is 0.936. (3) The peptide sequence is PTEMVDVSM. The MHC is HLA-A68:02 with pseudo-sequence HLA-A68:02. The binding affinity (normalized) is 0. (4) The peptide sequence is GPGAGSLQPLAL. The MHC is HLA-A68:01 with pseudo-sequence HLA-A68:01. The binding affinity (normalized) is 0.141.